From a dataset of Full USPTO retrosynthesis dataset with 1.9M reactions from patents (1976-2016). Predict the reactants needed to synthesize the given product. (1) Given the product [Cl:1][C:2]1[CH:3]=[C:4]([CH2:26][CH2:27][CH2:28][N:29]2[CH2:34][CH2:33][N:32]([CH3:35])[CH2:31][CH2:30]2)[CH:5]=[C:6]2[C:10]=1[C:9](=[O:11])[N:8]([CH2:12][C:13]1[CH:14]=[CH:15][C:16]([O:19][C:20]3[CH:21]=[CH:22][CH:23]=[CH:24][CH:25]=3)=[CH:17][CH:18]=1)[CH2:7]2, predict the reactants needed to synthesize it. The reactants are: [Cl:1][C:2]1[CH:3]=[C:4]([C:26]#[C:27][CH2:28][N:29]2[CH2:34][CH2:33][N:32]([CH3:35])[CH2:31][CH2:30]2)[CH:5]=[C:6]2[C:10]=1[C:9](=[O:11])[N:8]([CH2:12][C:13]1[CH:18]=[CH:17][C:16]([O:19][C:20]3[CH:25]=[CH:24][CH:23]=[CH:22][CH:21]=3)=[CH:15][CH:14]=1)[CH2:7]2.[H][H].C(Cl)(Cl)Cl.CO. (2) The reactants are: [CH3:1][O:2][C:3]1[CH:4]=[C:5]2[C:10](=[CH:11][C:12]=1[O:13][CH3:14])[N:9]=[CH:8][CH:7]=[C:6]2[O:15][C:16]1[CH:22]=[CH:21][C:19]([NH2:20])=[CH:18][CH:17]=1.Cl[C:24](Cl)([O:26]C(=O)OC(Cl)(Cl)Cl)Cl.[CH3:35][N:36]1[CH2:41][CH2:40][N:39]([CH2:42][CH2:43][CH:44]([OH:48])[CH2:45][CH2:46][CH3:47])[CH2:38][CH2:37]1.C(=O)(O)[O-].[Na+]. Given the product [CH3:1][O:2][C:3]1[CH:4]=[C:5]2[C:10](=[CH:11][C:12]=1[O:13][CH3:14])[N:9]=[CH:8][CH:7]=[C:6]2[O:15][C:16]1[CH:22]=[CH:21][C:19]([NH:20][C:24](=[O:26])[O:48][CH:44]([CH2:43][CH2:42][N:39]2[CH2:40][CH2:41][N:36]([CH3:35])[CH2:37][CH2:38]2)[CH2:45][CH2:46][CH3:47])=[CH:18][CH:17]=1, predict the reactants needed to synthesize it. (3) Given the product [Cl:1][C:2]1[CH:3]=[C:4]2[C:8](=[CH:9][C:10]=1[Cl:11])[NH:7][C:6]([CH:12]=[O:13])=[CH:5]2, predict the reactants needed to synthesize it. The reactants are: [Cl:1][C:2]1[CH:3]=[C:4]2[C:8](=[CH:9][C:10]=1[Cl:11])[NH:7][C:6]([CH2:12][OH:13])=[CH:5]2.